Predict the product of the given reaction. From a dataset of Forward reaction prediction with 1.9M reactions from USPTO patents (1976-2016). (1) Given the reactants [Cl:1][C:2]1[CH:3]=[C:4]([N:9]2[C:13]([C:14]3[CH:15]=[N:16][CH:17]=[CH:18][CH:19]=3)=[CH:12][C:11](C(N=[N+]=[N-])=O)=[N:10]2)[CH:5]=[CH:6][C:7]=1[Cl:8].Cl.COC(C1C=C(C2C=NC=CC=2)N(C2C=CC(Cl)=C(Cl)C=2)[N:31]=1)=O.C1(P(N=[N+]=[N-])(C2C=CC=CC=2)=O)C=CC=CC=1.C(N(CC)CC)C, predict the reaction product. The product is: [Cl:1][C:2]1[CH:3]=[C:4]([N:9]2[C:13]([C:14]3[CH:15]=[N:16][CH:17]=[CH:18][CH:19]=3)=[CH:12][C:11]([NH2:31])=[N:10]2)[CH:5]=[CH:6][C:7]=1[Cl:8]. (2) Given the reactants Cl[C:2]1[C:3]2[S:10][CH:9]=[C:8]([CH3:11])[C:4]=2[N:5]=[CH:6][N:7]=1.C([O-])(=O)C.[Na+], predict the reaction product. The product is: [CH3:11][C:8]1[C:4]2[N:5]=[CH:6][N:7]=[CH:2][C:3]=2[S:10][CH:9]=1. (3) Given the reactants [N:1]1[CH:6]=[CH:5][CH:4]=[C:3]([C:7]2[S:8][C:9]([C:16]([OH:18])=O)=[C:10]([C:12]([F:15])([F:14])[F:13])[N:11]=2)[CH:2]=1.S(Cl)(Cl)=O.Cl.[CH3:24][N:25](C)[OH:26].[CH2:28](N(CCC)CCC)C, predict the reaction product. The product is: [CH3:28][O:26][N:25]([CH3:24])[C:16]([C:9]1[S:8][C:7]([C:3]2[CH:2]=[N:1][CH:6]=[CH:5][CH:4]=2)=[N:11][C:10]=1[C:12]([F:13])([F:14])[F:15])=[O:18]. (4) Given the reactants [CH2:1]([O:3][C:4]([C:6]1[C:7](=[O:27])[N:8]([CH2:18][C:19]2[CH:24]=[CH:23][C:22]([O:25][CH3:26])=[CH:21][CH:20]=2)[C:9]2[C:14]([C:15]=1O)=[CH:13][C:12]([Cl:17])=[CH:11][N:10]=2)=[O:5])[CH3:2].C(N(CC)CC)C.O=P(Cl)(Cl)[Cl:37], predict the reaction product. The product is: [CH2:1]([O:3][C:4]([C:6]1[C:7](=[O:27])[N:8]([CH2:18][C:19]2[CH:24]=[CH:23][C:22]([O:25][CH3:26])=[CH:21][CH:20]=2)[C:9]2[C:14]([C:15]=1[Cl:37])=[CH:13][C:12]([Cl:17])=[CH:11][N:10]=2)=[O:5])[CH3:2]. (5) Given the reactants [NH2:1][C:2]1[CH:3]=[C:4]([CH:9]=[CH:10][C:11]=1[CH3:12])[C:5]([O:7][CH3:8])=[O:6].[CH:13]([N:16](CC)C(C)C)(C)[CH3:14].BrCC#N.O, predict the reaction product. The product is: [C:13]([CH2:14][NH:1][C:2]1[CH:3]=[C:4]([CH:9]=[CH:10][C:11]=1[CH3:12])[C:5]([O:7][CH3:8])=[O:6])#[N:16]. (6) Given the reactants [C:1]([C:5]1[N:10]=[CH:9][C:8]([C:11]2[N:12]([C:32]([N:34]3[CH2:39][CH2:38][C:37]4([CH2:44][CH2:43][NH:42][CH2:41][CH2:40]4)[CH2:36][CH2:35]3)=[O:33])[C@@:13]([C:25]3[CH:30]=[CH:29][C:28]([Cl:31])=[CH:27][CH:26]=3)([CH3:24])[C@@:14]([C:17]3[CH:22]=[CH:21][C:20]([Cl:23])=[CH:19][CH:18]=3)([CH3:16])[N:15]=2)=[C:7]([O:45][CH2:46][CH3:47])[CH:6]=1)([CH3:4])([CH3:3])[CH3:2].Cl[CH2:49][C:50]([NH2:52])=[O:51], predict the reaction product. The product is: [C:1]([C:5]1[N:10]=[CH:9][C:8]([C:11]2[N:12]([C:32]([N:34]3[CH2:35][CH2:36][C:37]4([CH2:44][CH2:43][N:42]([CH2:49][C:50]([NH2:52])=[O:51])[CH2:41][CH2:40]4)[CH2:38][CH2:39]3)=[O:33])[C@@:13]([C:25]3[CH:30]=[CH:29][C:28]([Cl:31])=[CH:27][CH:26]=3)([CH3:24])[C@@:14]([C:17]3[CH:18]=[CH:19][C:20]([Cl:23])=[CH:21][CH:22]=3)([CH3:16])[N:15]=2)=[C:7]([O:45][CH2:46][CH3:47])[CH:6]=1)([CH3:2])([CH3:3])[CH3:4]. (7) Given the reactants [CH3:1][N:2]1[CH:6]=[C:5]([C:7]2[CH:16]=[CH:15][C:14]([C:17]3[CH:18]=[N:19][CH:20]=[C:21]([CH3:23])[CH:22]=3)=[CH:13][C:8]=2[C:9]([O:11]C)=[O:10])[CH:4]=[N:3]1.[OH-].[Li+].Cl, predict the reaction product. The product is: [CH3:1][N:2]1[CH:6]=[C:5]([C:7]2[CH:16]=[CH:15][C:14]([C:17]3[CH:18]=[N:19][CH:20]=[C:21]([CH3:23])[CH:22]=3)=[CH:13][C:8]=2[C:9]([OH:11])=[O:10])[CH:4]=[N:3]1.